Dataset: Full USPTO retrosynthesis dataset with 1.9M reactions from patents (1976-2016). Task: Predict the reactants needed to synthesize the given product. (1) Given the product [CH2:19]([O:21][C:22]1[CH:23]=[C:24]([CH:27]=[CH:28][C:29]=1[F:30])[CH2:25][N:16]1[CH2:17][CH2:18][CH:13]([NH:12][C:4]2[O:5][C:6]3[CH:7]=[N:8][CH:9]=[CH:10][C:11]=3[N:3]=2)[CH2:14][CH2:15]1)[CH3:20], predict the reactants needed to synthesize it. The reactants are: Cl.Cl.[N:3]1[C:11]2[CH:10]=[CH:9][N:8]=[CH:7][C:6]=2[O:5][C:4]=1[NH:12][CH:13]1[CH2:18][CH2:17][NH:16][CH2:15][CH2:14]1.[CH2:19]([O:21][C:22]1[CH:23]=[C:24]([CH:27]=[CH:28][C:29]=1[F:30])[CH:25]=O)[CH3:20].OC1C=C(C=CC=1F)C(O)=O.ClC1C=CC(C=O)=CC=1OCC.C([BH3-])#N.[Na+].C(N(C(C)C)C(C)C)C. (2) Given the product [ClH:1].[N:18]1([CH2:17][C:14]2[CH:15]=[CH:16][C:11]([C:9]3[NH:8][C:4]4=[N:5][CH:6]=[CH:7][C:2]([C:34]5[CH:33]=[CH:32][C:31]([C:29]([N:24]6[CH2:25][CH2:26][CH2:27][CH2:28]6)=[O:30])=[CH:36][CH:35]=5)=[C:3]4[N:10]=3)=[CH:12][CH:13]=2)[CH2:23][CH2:22][O:21][CH2:20][CH2:19]1, predict the reactants needed to synthesize it. The reactants are: [Cl:1][C:2]1[CH:7]=[CH:6][N:5]=[C:4]2[NH:8][C:9]([C:11]3[CH:16]=[CH:15][C:14]([CH2:17][N:18]4[CH2:23][CH2:22][O:21][CH2:20][CH2:19]4)=[CH:13][CH:12]=3)=[N:10][C:3]=12.[N:24]1([C:29]([C:31]2[CH:36]=[CH:35][C:34](B(O)O)=[CH:33][CH:32]=2)=[O:30])[CH2:28][CH2:27][CH2:26][CH2:25]1.C(=O)([O-])[O-].[Na+].[Na+]. (3) Given the product [CH2:1]([O:8][C:9]([NH:11][C@H:12]([C:16]([O:18][CH2:34][C:35]([CH3:38])([OH:39])[CH3:36])=[O:17])[CH:13]([CH3:15])[CH3:14])=[O:10])[C:2]1[CH:3]=[CH:4][CH:5]=[CH:6][CH:7]=1, predict the reactants needed to synthesize it. The reactants are: [CH2:1]([O:8][C:9]([NH:11][C@H:12]([C:16]([OH:18])=[O:17])[CH:13]([CH3:15])[CH3:14])=[O:10])[C:2]1[CH:7]=[CH:6][CH:5]=[CH:4][CH:3]=1.C1(N=C=NC2CCCCC2)CCCCC1.[CH3:34][C:35]([OH:39])([CH3:38])[CH2:36]O.CN(C=O)C. (4) Given the product [C:1]([O:5][C:6](=[O:19])[NH:7][CH2:8][C:9]1[CH:14]=[C:13]([CH2:15][N:24]([CH2:23][CH2:22][O:21][CH3:20])[CH3:25])[CH:12]=[C:11]([Cl:17])[C:10]=1[F:18])([CH3:4])([CH3:3])[CH3:2], predict the reactants needed to synthesize it. The reactants are: [C:1]([O:5][C:6](=[O:19])[NH:7][CH2:8][C:9]1[CH:14]=[C:13]([CH:15]=O)[CH:12]=[C:11]([Cl:17])[C:10]=1[F:18])([CH3:4])([CH3:3])[CH3:2].[CH3:20][O:21][CH2:22][CH2:23][NH:24][CH3:25].C(O)(=O)C.C(O[BH-](OC(=O)C)OC(=O)C)(=O)C.[Na+].